Dataset: Merck oncology drug combination screen with 23,052 pairs across 39 cell lines. Task: Regression. Given two drug SMILES strings and cell line genomic features, predict the synergy score measuring deviation from expected non-interaction effect. Drug 1: CC(C)CC(NC(=O)C(Cc1ccccc1)NC(=O)c1cnccn1)B(O)O. Synergy scores: synergy=-7.97. Cell line: LNCAP. Drug 2: CNC(=O)c1cc(Oc2ccc(NC(=O)Nc3ccc(Cl)c(C(F)(F)F)c3)cc2)ccn1.